From a dataset of Forward reaction prediction with 1.9M reactions from USPTO patents (1976-2016). Predict the product of the given reaction. (1) Given the reactants [CH3:1][O:2][C:3](=[O:21])[C:4]([CH3:20])([CH3:19])[CH:5]([N:9]1[C:13]2[CH:14]=[CH:15][CH:16]=[CH:17][C:12]=2[NH:11][C:10]1=[O:18])[CH2:6][O:7][CH3:8].[I-].[CH3:23][N:24]1[C:32]2[C:27](=[C:28]([CH3:33])[CH:29]=[CH:30][CH:31]=2)[C:26]([CH2:34][N+](C)(C)C)=[CH:25]1.C([O-])([O-])=O.[K+].[K+], predict the reaction product. The product is: [CH3:1][O:2][C:3](=[O:21])[C:4]([CH3:19])([CH3:20])[CH:5]([N:9]1[C:13]2[CH:14]=[CH:15][CH:16]=[CH:17][C:12]=2[N:11]([CH2:34][CH:26]2[C:27]3[C:32](=[CH:31][CH:30]=[CH:29][C:28]=3[CH3:33])[N:24]([CH3:23])[CH2:25]2)[C:10]1=[O:18])[CH2:6][O:7][CH3:8]. (2) Given the reactants [Br:1][C:2]1[CH:3]=[C:4]([CH2:13][C@@H:14]([CH2:19][C:20]([O:22][CH3:23])=[O:21])[C:15]([O:17][CH3:18])=[O:16])[C:5]([CH2:11]O)=[C:6]2[C:10]=1[NH:9][N:8]=[CH:7]2.[Cl:24]CCl, predict the reaction product. The product is: [Br:1][C:2]1[CH:3]=[C:4]([CH2:13][C@@H:14]([CH2:19][C:20]([O:22][CH3:23])=[O:21])[C:15]([O:17][CH3:18])=[O:16])[C:5]([CH2:11][Cl:24])=[C:6]2[C:10]=1[NH:9][N:8]=[CH:7]2. (3) Given the reactants [Br:1][C:2]1[CH:11]=[C:10]2[C:5]([CH:6]=[C:7]([OH:12])[N:8]=[CH:9]2)=[CH:4][CH:3]=1.Br[CH2:14][C:15]1[CH:20]=[C:19]([F:21])[C:18]([OH:22])=[C:17]([F:23])[CH:16]=1.C(=O)([O-])[O-].[Cs+].[Cs+], predict the reaction product. The product is: [Br:1][C:2]1[CH:3]=[CH:4][C:5]2[C:10]([CH:11]=1)=[CH:9][N:8]([CH2:14][C:15]1[CH:20]=[C:19]([F:21])[C:18]([OH:22])=[C:17]([F:23])[CH:16]=1)[C:7](=[O:12])[CH:6]=2. (4) Given the reactants C([N:8]([C@@H](C1C=CC=CC=1)C)[C@@H:9]1[CH2:13][CH2:12][CH2:11][C@:10]1([OH:18])[C:14]([O:16][CH3:17])=[O:15])C1C=CC=CC=1.C(O)=O, predict the reaction product. The product is: [NH2:8][C@@H:9]1[CH2:13][CH2:12][CH2:11][C@:10]1([OH:18])[C:14]([O:16][CH3:17])=[O:15]. (5) Given the reactants [F:1][C:2]([F:7])([F:6])[C:3]([OH:5])=[O:4].[CH2:8]([S:10]([N:13]1[CH2:18][CH2:17][CH:16]([C:19]2[C:27]3[C:22](=[C:23]([C:42]([NH2:44])=[O:43])[CH:24]=[C:25]([C:28]4[CH:33]=[CH:32][CH:31]=[C:30]([CH2:34][NH:35][CH2:36][C:37]5S[CH:39]=[CH:40][CH:41]=5)[CH:29]=4)[CH:26]=3)[NH:21][CH:20]=2)[CH2:15][CH2:14]1)(=[O:12])=[O:11])[CH3:9].S1C=CC=C1CN, predict the reaction product. The product is: [F:1][C:2]([F:7])([F:6])[C:3]([OH:5])=[O:4].[CH2:8]([S:10]([N:13]1[CH2:18][CH2:17][CH:16]([C:19]2[C:27]3[C:22](=[C:23]([C:42]([NH2:44])=[O:43])[CH:24]=[C:25]([C:28]4[CH:33]=[CH:32][CH:31]=[C:30]([CH2:34][NH:35][CH2:36][C@H:37]5[CH2:41][CH2:40][CH2:39][O:4]5)[CH:29]=4)[CH:26]=3)[NH:21][CH:20]=2)[CH2:15][CH2:14]1)(=[O:11])=[O:12])[CH3:9]. (6) Given the reactants [OH-].[K+].[CH3:3][C:4]1[CH:9]=[C:8]([N:10]2[CH2:19][CH2:18][C:13]3([NH:16][C:15](=[O:17])[CH2:14]3)[CH2:12][CH2:11]2)[CH:7]=[CH:6][N:5]=1.[Cl:20][C:21]1[CH:22]=[C:23]2[C:28](=[CH:29][CH:30]=1)[CH:27]=[C:26]([S:31]([CH2:34][CH2:35][CH2:36]Cl)(=[O:33])=[O:32])[CH:25]=[CH:24]2, predict the reaction product. The product is: [Cl:20][C:21]1[CH:22]=[C:23]2[C:28](=[CH:29][CH:30]=1)[CH:27]=[C:26]([S:31]([CH2:34][CH2:35][CH2:36][N:16]1[C:13]3([CH2:12][CH2:11][N:10]([C:8]4[CH:7]=[CH:6][N:5]=[C:4]([CH3:3])[CH:9]=4)[CH2:19][CH2:18]3)[CH2:14][C:15]1=[O:17])(=[O:33])=[O:32])[CH:25]=[CH:24]2.